Dataset: Forward reaction prediction with 1.9M reactions from USPTO patents (1976-2016). Task: Predict the product of the given reaction. Given the reactants [NH:1]1[C:5]2=[N:6][CH:7]=[CH:8][CH:9]=[C:4]2[C:3]([CH:10]=O)=[CH:2]1.[S:12]1[CH2:18][C:16](=[O:17])[NH:15][C:13]1=[S:14].C([O-])(=O)C.[Na+].O, predict the reaction product. The product is: [NH:1]1[C:5]2=[N:6][CH:7]=[CH:8][CH:9]=[C:4]2[C:3]([CH:10]=[C:18]2[S:12][C:13](=[S:14])[NH:15][C:16]2=[O:17])=[CH:2]1.